From a dataset of Full USPTO retrosynthesis dataset with 1.9M reactions from patents (1976-2016). Predict the reactants needed to synthesize the given product. (1) Given the product [CH:23]1([CH2:26][O:27][CH:11]([C:10]2[CH:13]=[CH:14][C:7]([C:5]3[O:6][C:2]([CH3:1])=[N:3][N:4]=3)=[CH:8][CH:9]=2)[C:31]([OH:32])=[O:15])[CH2:25][CH2:24]1, predict the reactants needed to synthesize it. The reactants are: [CH3:1][C:2]1[O:6][C:5]([C:7]2[CH:14]=[CH:13][C:10]([CH:11]=O)=[CH:9][CH:8]=2)=[N:4][N:3]=1.[OH-:15].[K+].C(Br)(Br)Br.[OH-].[K+].[CH:23]1([CH2:26][OH:27])[CH2:25][CH2:24]1.C1([CH2:31][OH:32])CC1. (2) Given the product [N:1]1([CH2:10][C:11]2[CH:12]=[CH:13][C:14]([C:15]([NH:26][C:21]3[CH:22]=[N:23][CH:24]=[CH:25][N:20]=3)=[O:17])=[CH:18][CH:19]=2)[C:5]2[CH:6]=[CH:7][CH:8]=[CH:9][C:4]=2[N:3]=[CH:2]1, predict the reactants needed to synthesize it. The reactants are: [N:1]1([CH2:10][C:11]2[CH:19]=[CH:18][C:14]([C:15]([OH:17])=O)=[CH:13][CH:12]=2)[C:5]2[CH:6]=[CH:7][CH:8]=[CH:9][C:4]=2[N:3]=[CH:2]1.[N:20]1[CH:25]=[CH:24][N:23]=[CH:22][C:21]=1[NH2:26]. (3) Given the product [F:9][C:4]1[CH:5]=[CH:6][CH:7]=[CH:8][C:3]=1[CH2:2][O:10][C:11]1[CH:15]=[C:14]([N:16]2[C:24]3[CH:23]=[CH:22][N:21]=[CH:20][C:19]=3[N:18]=[CH:17]2)[S:13][C:12]=1[C:25]([O:27][CH3:28])=[O:26], predict the reactants needed to synthesize it. The reactants are: Br[CH2:2][C:3]1[CH:8]=[CH:7][CH:6]=[CH:5][C:4]=1[F:9].[OH:10][C:11]1[CH:15]=[C:14]([N:16]2[C:24]3[CH:23]=[CH:22][N:21]=[CH:20][C:19]=3[N:18]=[CH:17]2)[S:13][C:12]=1[C:25]([O:27][CH3:28])=[O:26].C(=O)([O-])[O-].[K+].[K+].